Dataset: Forward reaction prediction with 1.9M reactions from USPTO patents (1976-2016). Task: Predict the product of the given reaction. (1) Given the reactants [O:1]1[CH2:6][CH2:5][N:4]([C:7]2[CH:12]=[C:11]3[NH:13][CH2:14][C:15]4([CH2:20][CH2:19][O:18][CH2:17][CH2:16]4)[C:10]3=[CH:9][CH:8]=2)[CH2:3][CH2:2]1.Cl.O1CCOCC1.Cl[C:29]1[C:38]2[C:33](=[CH:34][C:35]([F:39])=[CH:36][CH:37]=2)[N:32]=[C:31]([C:40]2[CH:45]=[CH:44][CH:43]=[C:42]([O:46]C)[N:41]=2)[C:30]=1[CH3:48], predict the reaction product. The product is: [F:39][C:35]1[CH:34]=[C:33]2[C:38]([C:29]([N:13]3[C:11]4[C:10](=[CH:9][CH:8]=[C:7]([N:4]5[CH2:3][CH2:2][O:1][CH2:6][CH2:5]5)[CH:12]=4)[C:15]4([CH2:20][CH2:19][O:18][CH2:17][CH2:16]4)[CH2:14]3)=[C:30]([CH3:48])[C:31]([C:40]3[N:41]=[C:42]([OH:46])[CH:43]=[CH:44][CH:45]=3)=[N:32]2)=[CH:37][CH:36]=1. (2) Given the reactants [C:1]([NH:4][NH:5][C:6](=O)[CH2:7][CH2:8][N:9]1[C:13]2[CH:14]=[CH:15][CH:16]=[CH:17][C:12]=2[N:11]=[C:10]1[C:18]([N:20]([CH2:42][CH:43]([CH3:45])[CH3:44])[C@H:21]1[CH2:26][C@@H:25]([C:27]([N:29]2[CH2:34][CH2:33][O:32][CH2:31][CH2:30]2)=[O:28])[CH2:24][N:23]([C:35]([O:37][C:38]([CH3:41])([CH3:40])[CH3:39])=[O:36])[CH2:22]1)=[O:19])(=[O:3])[CH3:2].FC(F)(F)S(OS(C(F)(F)F)(=O)=O)(=O)=O, predict the reaction product. The product is: [CH3:2][C:1]1[O:3][C:6]([CH2:7][CH2:8][N:9]2[C:13]3[CH:14]=[CH:15][CH:16]=[CH:17][C:12]=3[N:11]=[C:10]2[C:18]([N:20]([CH2:42][CH:43]([CH3:44])[CH3:45])[C@H:21]2[CH2:26][C@@H:25]([C:27]([N:29]3[CH2:30][CH2:31][O:32][CH2:33][CH2:34]3)=[O:28])[CH2:24][N:23]([C:35]([O:37][C:38]([CH3:40])([CH3:41])[CH3:39])=[O:36])[CH2:22]2)=[O:19])=[N:5][N:4]=1. (3) Given the reactants [CH3:1][C:2]1[CH:7]=[CH:6][C:5]([C:8]2[C:21]3[C:22]4=[C:23]5[C:18](=[CH:19][CH:20]=3)[CH:17]=[CH:16][CH:15]=[C:14]5[CH:13]=[CH:12][C:11]4=[CH:10][CH:9]=2)=[CH:4][CH:3]=1.[Br:24]N1C(=O)CCC1=O.CN(C)C=O, predict the reaction product. The product is: [Br:24][C:15]1[C:14]2[C:23]3=[C:22]4[C:11](=[CH:12][CH:13]=2)[CH:10]=[CH:9][C:8]([C:5]2[CH:4]=[CH:3][C:2]([CH3:1])=[CH:7][CH:6]=2)=[C:21]4[CH:20]=[CH:19][C:18]3=[CH:17][CH:16]=1.